From a dataset of Forward reaction prediction with 1.9M reactions from USPTO patents (1976-2016). Predict the product of the given reaction. (1) Given the reactants Cl[CH2:2][CH2:3][CH2:4][CH2:5][CH2:6][N:7]1[C:15]([O:16]C)=[N:14][C:13]2[C:8]1=[N:9][C:10]([O:19][CH:20]([CH3:22])[CH3:21])=[N:11][C:12]=2[NH2:18].[NH:23]1[CH2:28][CH2:27][CH2:26][CH2:25][CH2:24]1, predict the reaction product. The product is: [NH2:18][C:12]1[N:11]=[C:10]([O:19][CH:20]([CH3:22])[CH3:21])[N:9]=[C:8]2[C:13]=1[NH:14][C:15](=[O:16])[N:7]2[CH2:6][CH2:5][CH2:4][CH2:3][CH2:2][N:23]1[CH2:28][CH2:27][CH2:26][CH2:25][CH2:24]1. (2) Given the reactants [CH3:1][C:2]1([C:7]2[O:11][C:10]([CH2:12][N:13]3[CH:17]=[CH:16][C:15]([NH2:18])=[N:14]3)=[CH:9][CH:8]=2)[O:6]CCO1.[Cl:19][C:20]1[CH:25]=[CH:24][CH:23]=[C:22]([F:26])[C:21]=1/[CH:27]=[CH:28]/[C:29](O)=[O:30], predict the reaction product. The product is: [C:2]([C:7]1[O:11][C:10]([CH2:12][N:13]2[CH:17]=[CH:16][C:15]([NH:18][C:29](=[O:30])/[CH:28]=[CH:27]/[C:21]3[C:22]([F:26])=[CH:23][CH:24]=[CH:25][C:20]=3[Cl:19])=[N:14]2)=[CH:9][CH:8]=1)(=[O:6])[CH3:1]. (3) The product is: [CH3:3][C:2]1[C:6]2[CH:7]=[C:8]([C:9]([O:11][CH3:12])=[O:10])[CH:13]=[CH:14][C:5]=2[O:4][CH:1]=1. Given the reactants [CH2:1]([O:4][C:5]1[CH:14]=[CH:13][C:8]([C:9]([O:11][CH3:12])=[O:10])=[CH:7][C:6]=1I)[CH:2]=[CH2:3].C(O[Na])=O.C(=O)([O-])[O-].[Na+].[Na+], predict the reaction product. (4) Given the reactants Cl[C:2]1[CH:7]=[C:6]([C:8]2[CH:13]=[CH:12][CH:11]=[C:10]([CH3:14])[C:9]=2[CH3:15])[N:5]=[C:4]([NH2:16])[N:3]=1.[NH2:17][CH2:18][CH2:19][O:20][C:21]1[CH:26]=[CH:25][CH:24]=[CH:23][C:22]=1[Cl:27], predict the reaction product. The product is: [Cl:27][C:22]1[CH:23]=[CH:24][CH:25]=[CH:26][C:21]=1[O:20][CH2:19][CH2:18][NH:17][C:2]1[CH:7]=[C:6]([C:8]2[CH:13]=[CH:12][CH:11]=[C:10]([CH3:14])[C:9]=2[CH3:15])[N:5]=[C:4]([NH2:16])[N:3]=1. (5) Given the reactants [C:1]([Cu])#[N:2].Br[C:5]1[CH:10]=[CH:9][C:8]([F:11])=[CH:7][C:6]=1[N:12]1[CH:16]=[CH:15][CH:14]=[N:13]1, predict the reaction product. The product is: [F:11][C:8]1[CH:9]=[CH:10][C:5]([C:1]#[N:2])=[C:6]([N:12]2[CH:16]=[CH:15][CH:14]=[N:13]2)[CH:7]=1. (6) Given the reactants [CH2:1]([O:3][C:4](=[O:20])[CH2:5][CH:6]([N:10]1[C:14]2[CH:15]=[CH:16][CH:17]=[CH:18][C:13]=2[NH:12][C:11]1=[O:19])[CH2:7][CH2:8][CH3:9])[CH3:2].[Br:21][C:22]1[CH:23]=[C:24]2[C:28](=[C:29]([CH2:31][N+](C)(C)C)[CH:30]=1)[N:27]([CH3:36])[CH:26]=[CH:25]2.[I-].C([O-])([O-])=O.[K+].[K+], predict the reaction product. The product is: [CH2:1]([O:3][C:4](=[O:20])[CH2:5][CH:6]([N:10]1[C:14]2[CH:15]=[CH:16][CH:17]=[CH:18][C:13]=2[N:12]([CH2:31][C:29]2[CH:30]=[C:22]([Br:21])[CH:23]=[C:24]3[C:28]=2[N:27]([CH3:36])[CH:26]=[CH:25]3)[C:11]1=[O:19])[CH2:7][CH2:8][CH3:9])[CH3:2]. (7) Given the reactants [NH2:1][C:2]1[C:6]([C:7]2[CH:12]=[CH:11][CH:10]=[CH:9][CH:8]=2)=[CH:5][S:4][C:3]=1[C:13]([O:15]C)=O.C(N(CC)CC)C.[Cl:24][C:25]1[CH:30]=[CH:29][C:28]([N:31]=[C:32]=[O:33])=[CH:27][CH:26]=1.Cl, predict the reaction product. The product is: [Cl:24][C:25]1[CH:30]=[CH:29][C:28]([N:31]2[C:13](=[O:15])[C:3]3[S:4][CH:5]=[C:6]([C:7]4[CH:8]=[CH:9][CH:10]=[CH:11][CH:12]=4)[C:2]=3[NH:1][C:32]2=[O:33])=[CH:27][CH:26]=1. (8) Given the reactants [Br:1][C:2]1[CH:11]=[C:10]2[C:5]([CH:6]=[CH:7][C:8]([CH:12]=O)=[N:9]2)=[CH:4][CH:3]=1.[CH3:14][O:15][C:16]1[CH:23]=[C:22]([O:24][CH3:25])[CH:21]=[CH:20][C:17]=1[CH2:18][NH2:19].C(O[BH-](OC(=O)C)OC(=O)C)(=O)C.[Na+], predict the reaction product. The product is: [Br:1][C:2]1[CH:11]=[C:10]2[C:5]([CH:6]=[CH:7][C:8]([CH2:12][NH:19][CH2:18][C:17]3[CH:20]=[CH:21][C:22]([O:24][CH3:25])=[CH:23][C:16]=3[O:15][CH3:14])=[N:9]2)=[CH:4][CH:3]=1. (9) Given the reactants [N:1]1([CH2:10][CH2:11][N:12]2[CH2:17][CH2:16][O:15][C@H:14]([CH2:18][OH:19])[CH2:13]2)[C:9]2[C:4](=[CH:5][CH:6]=[CH:7][CH:8]=2)[CH2:3][CH2:2]1.C1C=CC(P(C2C=CC=CC=2)C2C=CC=CC=2)=CC=1.CC(OC(/N=N/C(OC(C)C)=O)=O)C.[CH3:53][C:54]1[C:59](O)=[CH:58][CH:57]=[CH:56][N:55]=1, predict the reaction product. The product is: [N:1]1([CH2:10][CH2:11][N:12]2[CH2:17][CH2:16][O:15][C@H:14]([CH2:18][O:19][C:59]3[C:54]([CH3:53])=[N:55][CH:56]=[CH:57][CH:58]=3)[CH2:13]2)[C:9]2[C:4](=[CH:5][CH:6]=[CH:7][CH:8]=2)[CH2:3][CH2:2]1. (10) Given the reactants Br[C:2]1[CH:7]=[CH:6][CH:5]=[C:4]([CH2:8][O:9][CH3:10])[N:3]=1.[NH2:11][C:12]1[S:13][C:14]([C:20]2[CH:25]=[C:24]([Cl:26])[CH:23]=[CH:22][C:21]=2[Cl:27])=[CH:15][C:16]=1[C:17]([NH2:19])=[O:18], predict the reaction product. The product is: [Cl:27][C:21]1[CH:22]=[CH:23][C:24]([Cl:26])=[CH:25][C:20]=1[C:14]1[S:13][C:12]([NH:11][C:2]2[CH:7]=[CH:6][CH:5]=[C:4]([CH2:8][O:9][CH3:10])[N:3]=2)=[C:16]([C:17]([NH2:19])=[O:18])[CH:15]=1.